From a dataset of Peptide-MHC class II binding affinity with 134,281 pairs from IEDB. Regression. Given a peptide amino acid sequence and an MHC pseudo amino acid sequence, predict their binding affinity value. This is MHC class II binding data. (1) The peptide sequence is INEPTNAAIAYGLDR. The MHC is HLA-DQA10501-DQB10301 with pseudo-sequence HLA-DQA10501-DQB10301. The binding affinity (normalized) is 0.625. (2) The peptide sequence is EKKYFAATQDEPLAA. The MHC is HLA-DPA10301-DPB10402 with pseudo-sequence HLA-DPA10301-DPB10402. The binding affinity (normalized) is 0.467. (3) The peptide sequence is EKKYFAATQFENLAA. The MHC is HLA-DPA10201-DPB11401 with pseudo-sequence HLA-DPA10201-DPB11401. The binding affinity (normalized) is 0.816. (4) The peptide sequence is NNHEENGQSAFETVTEASFP. The MHC is HLA-DQA10103-DQB10603 with pseudo-sequence HLA-DQA10103-DQB10603. The binding affinity (normalized) is 0.